Dataset: Forward reaction prediction with 1.9M reactions from USPTO patents (1976-2016). Task: Predict the product of the given reaction. (1) Given the reactants [F:1][C:2]([F:22])([C:15]1[N:20]=[CH:19][C:18]([F:21])=[CH:17][N:16]=1)[C:3]([NH:5][C:6]1[CH:14]=[CH:13][CH:12]=[CH:11][C:7]=1[C:8]([NH2:10])=[O:9])=O.Cl[Si](C)(C)C, predict the reaction product. The product is: [F:1][C:2]([F:22])([C:15]1[N:20]=[CH:19][C:18]([F:21])=[CH:17][N:16]=1)[C:3]1[N:10]=[C:8]([OH:9])[C:7]2[C:6](=[CH:14][CH:13]=[CH:12][CH:11]=2)[N:5]=1. (2) Given the reactants [C:1]1([P:11]([C:25]2[C:34]3[C:29](=[CH:30][CH:31]=[CH:32][CH:33]=3)[CH:28]=[CH:27][CH:26]=2)[C:12]2[CH:17]=[CH:16][CH:15]=[CH:14][C:13]=2[P:18](OCC)OCC)[C:10]2[C:5](=[CH:6][CH:7]=[CH:8][CH:9]=2)[CH:4]=[CH:3][CH:2]=1.[H-].[Al+3].[Li+].[H-].[H-].[H-].Cl[Si](C)(C)C, predict the reaction product. The product is: [C:1]1([P:11]([C:25]2[C:34]3[C:29](=[CH:30][CH:31]=[CH:32][CH:33]=3)[CH:28]=[CH:27][CH:26]=2)[C:12]2[CH:17]=[CH:16][CH:15]=[CH:14][C:13]=2[PH2:18])[C:10]2[C:5](=[CH:6][CH:7]=[CH:8][CH:9]=2)[CH:4]=[CH:3][CH:2]=1.